From a dataset of Full USPTO retrosynthesis dataset with 1.9M reactions from patents (1976-2016). Predict the reactants needed to synthesize the given product. (1) Given the product [CH3:1][O:2][C:3]1[CH:8]=[CH:7][C:6]([S:9]([NH:17][CH3:16])(=[O:11])=[O:10])=[CH:5][C:4]=1[N+:13]([O-:15])=[O:14], predict the reactants needed to synthesize it. The reactants are: [CH3:1][O:2][C:3]1[CH:8]=[CH:7][C:6]([S:9](Cl)(=[O:11])=[O:10])=[CH:5][C:4]=1[N+:13]([O-:15])=[O:14].[CH3:16][NH2:17]. (2) Given the product [Cl:32][C:30]1[CH:29]=[C:28]([S:33][C:34]2[C:42]3[C:37](=[CH:38][C:39]([CH3:43])=[CH:40][CH:41]=3)[NH:36][C:35]=2[CH2:44][CH2:45][CH2:46][C:47]([NH2:12])=[O:49])[CH:27]=[C:26]([Cl:25])[CH:31]=1, predict the reactants needed to synthesize it. The reactants are: ClC1C=C(SC2C3C(=CC(C)=CC=3)[NH:12]C=2CCC(N)=O)C=C(Cl)C=1.[Cl:25][C:26]1[CH:27]=[C:28]([S:33][C:34]2[C:42]3[C:37](=[CH:38][C:39]([CH3:43])=[CH:40][CH:41]=3)[NH:36][C:35]=2[CH2:44][CH2:45][CH2:46][C:47]([OH:49])=O)[CH:29]=[C:30]([Cl:32])[CH:31]=1.C(Cl)(=O)C(Cl)=O.N. (3) Given the product [CH2:1]([N:8]1[CH2:13][CH2:12][CH:11]([NH:14][C:16]2[CH:17]=[C:18]([CH:21]=[CH:22][CH:23]=2)[C:19]#[N:20])[CH2:10][CH2:9]1)[C:2]1[CH:3]=[CH:4][CH:5]=[CH:6][CH:7]=1, predict the reactants needed to synthesize it. The reactants are: [CH2:1]([N:8]1[CH2:13][CH2:12][CH:11]([NH2:14])[CH2:10][CH2:9]1)[C:2]1[CH:7]=[CH:6][CH:5]=[CH:4][CH:3]=1.Br[C:16]1[CH:17]=[C:18]([CH:21]=[CH:22][CH:23]=1)[C:19]#[N:20].C1C=CC(P(C2C(C3C(P(C4C=CC=CC=4)C4C=CC=CC=4)=CC=C4C=3C=CC=C4)=C3C(C=CC=C3)=CC=2)C2C=CC=CC=2)=CC=1.CC(C)([O-])C.[Na+]. (4) Given the product [C:9]1([C:2]2[C:3]([O:5][CH2:6][C:7]=2[C:18]2[CH:23]=[CH:22][CH:21]=[CH:20][CH:19]=2)=[O:4])[CH:14]=[CH:13][CH:12]=[CH:11][CH:10]=1, predict the reactants needed to synthesize it. The reactants are: Br[C:2]1[C:3]([O:5][CH2:6][C:7]=1Br)=[O:4].[C:9]1(B(O)O)[CH:14]=[CH:13][CH:12]=[CH:11][CH:10]=1.[C:18]1(C)[CH:23]=[CH:22][CH:21]=[CH:20][CH:19]=1. (5) Given the product [C:17]([C:14]1[CH:15]=[CH:16][C:11]([N:7]2[C:8]3[C:4](=[CH:3][C:2]([NH:1][C:29](=[O:30])[C:28]4[CH:27]=[CH:26][C:25]([N:22]5[CH2:23][CH2:24][O:19][CH2:20][CH2:21]5)=[CH:33][CH:32]=4)=[CH:10][CH:9]=3)[CH:5]=[N:6]2)=[CH:12][CH:13]=1)#[N:18], predict the reactants needed to synthesize it. The reactants are: [NH2:1][C:2]1[CH:3]=[C:4]2[C:8](=[CH:9][CH:10]=1)[N:7]([C:11]1[CH:16]=[CH:15][C:14]([C:17]#[N:18])=[CH:13][CH:12]=1)[N:6]=[CH:5]2.[O:19]1[CH2:24][CH2:23][N:22]([C:25]2[CH:33]=[CH:32][C:28]([C:29]([O-])=[O:30])=[CH:27][CH:26]=2)[CH2:21][CH2:20]1.